Task: Predict the reaction yield, written as a fraction of the theoretical maximum amount of product (1.0 means a 100% yield; for example, 0.34 means a 34% yield).. Dataset: Reaction yield outcomes from USPTO patents with 853,638 reactions (1) The reactants are O.[F:2][C:3]1[CH:8]=[CH:7][C:6]([CH2:9][C:10]([OH:12])=O)=[CH:5][CH:4]=1.CN(C)C=O.C(Cl)(=O)C([Cl:21])=O. The catalyst is C1(C)C=CC=CC=1. The product is [F:2][C:3]1[CH:8]=[CH:7][C:6]([CH2:9][C:10]([Cl:21])=[O:12])=[CH:5][CH:4]=1. The yield is 0.900. (2) The catalyst is CN(C=O)C. The yield is 0.820. The reactants are [Cl:1][C:2]1[CH:3]=[C:4]([C:9]2[CH:13]=[CH:12][NH:11][N:10]=2)[CH:5]=[CH:6][C:7]=1[Cl:8].C(=O)([O-])[O-].[Cs+].[Cs+].[CH2:20]([CH:22]1[O:24][CH2:23]1)Cl. The product is [Cl:1][C:2]1[CH:3]=[C:4]([C:9]2[CH:13]=[CH:12][N:11]([CH2:20][CH:22]3[CH2:23][O:24]3)[N:10]=2)[CH:5]=[CH:6][C:7]=1[Cl:8]. (3) The reactants are C([O:8][C:9]([Cl:12])(Cl)Cl)(OC(Cl)(Cl)Cl)=O.[Si:13]([O:20][CH:21]1[CH2:24][NH:23][CH2:22]1)([C:16]([CH3:19])([CH3:18])[CH3:17])([CH3:15])[CH3:14].C(N(CC)CC)C. The catalyst is ClCCl. The product is [Si:13]([O:20][CH:21]1[CH2:24][N:23]([C:9]([Cl:12])=[O:8])[CH2:22]1)([C:16]([CH3:19])([CH3:18])[CH3:17])([CH3:15])[CH3:14]. The yield is 0.970. (4) The reactants are Br[C:2]1[CH:3]=[C:4]([CH2:8][CH2:9][C:10]#[N:11])[CH:5]=[CH:6][CH:7]=1.[B:12]1([B:12]2[O:16][C:15]([CH3:18])([CH3:17])[C:14]([CH3:20])([CH3:19])[O:13]2)[O:16][C:15]([CH3:18])([CH3:17])[C:14]([CH3:20])([CH3:19])[O:13]1.C([O-])(=O)C.[K+]. The catalyst is O1CCOCC1.C1C=CC(P(C2C=CC=CC=2)[C-]2C=CC=C2)=CC=1.C1C=CC(P(C2C=CC=CC=2)[C-]2C=CC=C2)=CC=1.Cl[Pd]Cl.[Fe+2]. The product is [CH3:19][C:14]1([CH3:20])[C:15]([CH3:18])([CH3:17])[O:16][B:12]([C:2]2[CH:3]=[C:4]([CH2:8][CH2:9][C:10]#[N:11])[CH:5]=[CH:6][CH:7]=2)[O:13]1. The yield is 0.740. (5) The reactants are [Cl:1][C:2]1[C:8]([O:9]C)=[CH:7][CH:6]=[C:5]([F:11])[C:3]=1[NH2:4].B(Br)(Br)Br.C([O-])(O)=O.[Na+]. The catalyst is C(Cl)Cl. The product is [NH2:4][C:3]1[C:2]([Cl:1])=[C:8]([OH:9])[CH:7]=[CH:6][C:5]=1[F:11]. The yield is 0.950.